Task: Predict the reactants needed to synthesize the given product.. Dataset: Full USPTO retrosynthesis dataset with 1.9M reactions from patents (1976-2016) (1) The reactants are: [CH3:1][N:2]1[C:10]2[C:5](=[C:6]([C:11]3[CH:20]=[CH:19][C:14]([O:15][CH2:16][C:17]#[N:18])=[CH:13][CH:12]=3)[CH:7]=[CH:8][CH:9]=2)[C:4]([CH3:21])=[C:3]1[C:22]1[CH:27]=[CH:26][CH:25]=[CH:24][CH:23]=1.[N-:28]=[N+:29]=[N-:30].[Na+].[NH4+].[Cl-]. Given the product [CH3:1][N:2]1[C:10]2[C:5](=[C:6]([C:11]3[CH:20]=[CH:19][C:14]([O:15][CH2:16][C:17]4[NH:30][N:29]=[N:28][N:18]=4)=[CH:13][CH:12]=3)[CH:7]=[CH:8][CH:9]=2)[C:4]([CH3:21])=[C:3]1[C:22]1[CH:27]=[CH:26][CH:25]=[CH:24][CH:23]=1, predict the reactants needed to synthesize it. (2) Given the product [F:13][C:3]1[CH:4]=[C:5]([NH:8][S:9]([CH3:12])(=[O:11])=[O:10])[CH:6]=[CH:7][C:2]=1[C:26]1[CH:25]=[CH:24][CH:23]=[C:22]([C:20]2[N:21]=[C:17]([CH:14]([CH3:16])[CH3:15])[NH:18][C:19]=2[C:37]2[CH:42]=[CH:41][CH:40]=[C:39]([CH3:43])[N:38]=2)[CH:27]=1, predict the reactants needed to synthesize it. The reactants are: Br[C:2]1[CH:7]=[CH:6][C:5]([NH:8][S:9]([CH3:12])(=[O:11])=[O:10])=[CH:4][C:3]=1[F:13].[CH:14]([C:17]1[NH:18][C:19]([C:37]2[CH:42]=[CH:41][CH:40]=[C:39]([CH3:43])[N:38]=2)=[C:20]([C:22]2[CH:27]=[CH:26][CH:25]=[C:24](B3OC(C)(C)C(C)(C)O3)[CH:23]=2)[N:21]=1)([CH3:16])[CH3:15]. (3) Given the product [Cl:12][CH2:13][C:14]([C:9]1[S:10][CH:11]=[C:7]([CH3:6])[N:8]=1)=[O:15], predict the reactants needed to synthesize it. The reactants are: C([Li])CCC.[CH3:6][C:7]1[N:8]=[CH:9][S:10][CH:11]=1.[Cl:12][CH2:13][C:14](N1CCOCC1)=[O:15].